Dataset: Catalyst prediction with 721,799 reactions and 888 catalyst types from USPTO. Task: Predict which catalyst facilitates the given reaction. (1) Reactant: [CH:1]1([C:5]2[S:9][C:8]([NH2:10])=[N:7][CH:6]=2)[CH2:4][CH2:3][CH2:2]1.C(N(CC)CC)C.[N:18]1[C:27]2[C:22](=[CH:23][C:24]([CH2:28][C:29](O)=[O:30])=[CH:25][CH:26]=2)[CH:21]=[CH:20][CH:19]=1.C(P1(=O)OP(CCC)(=O)OP(CCC)(=O)O1)CC. Product: [CH:1]1([C:5]2[S:9][C:8]([NH:10][C:29](=[O:30])[CH2:28][C:24]3[CH:23]=[C:22]4[C:27](=[CH:26][CH:25]=3)[N:18]=[CH:19][CH:20]=[CH:21]4)=[N:7][CH:6]=2)[CH2:4][CH2:3][CH2:2]1. The catalyst class is: 22. (2) Reactant: [CH2:1]([N:5]1[C:10]2=[N:11][N:12]([CH2:21][C:22]3[CH:27]=[CH:26][C:25](B4OC(C)(C)C(C)(C)O4)=[CH:24][CH:23]=3)[C:13]([NH:14][C:15]3[CH:20]=[CH:19][CH:18]=[CH:17][CH:16]=3)=[C:9]2[C:8](=[O:37])[N:7]([CH3:38])[C:6]1=[O:39])[CH:2]([CH3:4])[CH3:3].Br[C:41]1[CH:46]=[C:45]([CH3:47])[CH:44]=[C:43]([CH3:48])[N:42]=1.C([O-])(O)=O.[Na+]. Product: [CH3:47][C:45]1[CH:44]=[C:43]([CH3:48])[N:42]=[C:41]([C:25]2[CH:24]=[CH:23][C:22]([CH2:21][N:12]3[C:13]([NH:14][C:15]4[CH:16]=[CH:17][CH:18]=[CH:19][CH:20]=4)=[C:9]4[C:10]([N:5]([CH2:1][CH:2]([CH3:3])[CH3:4])[C:6](=[O:39])[N:7]([CH3:38])[C:8]4=[O:37])=[N:11]3)=[CH:27][CH:26]=2)[CH:46]=1. The catalyst class is: 77.